This data is from Reaction yield outcomes from USPTO patents with 853,638 reactions. The task is: Predict the reaction yield, written as a fraction of the theoretical maximum amount of product (1.0 means a 100% yield; for example, 0.34 means a 34% yield). (1) The reactants are [C:1]([C:5]1[N:10]=[C:9]([N:11]2[CH2:16][CH2:15][N:14]([CH2:17][CH2:18][CH2:19][CH2:20][NH2:21])[CH2:13][CH2:12]2)[CH:8]=[C:7]([C:22]([CH3:25])([CH3:24])[CH3:23])[N:6]=1)([CH3:4])([CH3:3])[CH3:2].C1N=CN([C:31](N2C=NC=C2)=[O:32])C=1.[C:38]1([S:44]([N:47]2[CH2:52][CH2:51][NH:50][CH2:49][CH2:48]2)(=[O:46])=[O:45])[CH:43]=[CH:42][CH:41]=[CH:40][CH:39]=1. The catalyst is C(Cl)(Cl)Cl.CO. The product is [C:1]([C:5]1[N:10]=[C:9]([N:11]2[CH2:12][CH2:13][N:14]([CH2:17][CH2:18][CH2:19][CH2:20][NH:21][C:31]([N:50]3[CH2:51][CH2:52][N:47]([S:44]([C:38]4[CH:43]=[CH:42][CH:41]=[CH:40][CH:39]=4)(=[O:46])=[O:45])[CH2:48][CH2:49]3)=[O:32])[CH2:15][CH2:16]2)[CH:8]=[C:7]([C:22]([CH3:25])([CH3:24])[CH3:23])[N:6]=1)([CH3:4])([CH3:3])[CH3:2]. The yield is 0.280. (2) The reactants are [CH3:1][NH:2][C:3]1[CH:8]=[CH:7][CH:6]=[CH:5][CH:4]=1.[Br:9][CH2:10][CH2:11][CH2:12]Br.C(N(C(C)C)CC)(C)C. The catalyst is C(#N)C. The product is [Br:9][CH2:10][CH2:11][CH2:12][N:2]([CH3:1])[C:3]1[CH:8]=[CH:7][CH:6]=[CH:5][CH:4]=1. The yield is 0.370.